This data is from Forward reaction prediction with 1.9M reactions from USPTO patents (1976-2016). The task is: Predict the product of the given reaction. (1) Given the reactants [NH2:1][C@:2]12[CH2:37][CH2:36][C@@H:35]([C:38]([CH3:40])=[CH2:39])[C@@H:3]1[C@@H:4]1[C@@:17]([CH3:20])([CH2:18][CH2:19]2)[C@@:16]2([CH3:21])[C@@H:7]([C@:8]3([CH3:34])[C@@H:13]([CH2:14][CH2:15]2)[C:12]([CH3:23])([CH3:22])[C:11]([C:24]2[CH:33]=[CH:32][C:27]([C:28]([O:30]C)=[O:29])=[CH:26][CH:25]=2)=[CH:10][CH2:9]3)[CH2:6][CH2:5]1.CN(C)CCC(N[C@]12CC[C@@H](C(C)=C)[C@@H]1[C@@H]1[C@@](C)(CC2)[C@@]2(C)[C@@H]([C@]3(C)[C@@H](CC2)C(C)(C)C(C2C=CC(C(O)=O)=CC=2)=CC3)CC1)=O.[CH:87]1([NH:93][C:94](=[O:98])[C:95](O)=[O:96])[CH2:92][CH2:91][CH2:90][CH2:89][CH2:88]1, predict the reaction product. The product is: [CH:87]1([NH:93][C:94](=[O:98])[C:95]([NH:1][C@:2]23[CH2:37][CH2:36][C@@H:35]([C:38]([CH3:40])=[CH2:39])[C@@H:3]2[C@@H:4]2[C@@:17]([CH3:20])([CH2:18][CH2:19]3)[C@@:16]3([CH3:21])[C@@H:7]([C@:8]4([CH3:34])[C@@H:13]([CH2:14][CH2:15]3)[C:12]([CH3:22])([CH3:23])[C:11]([C:24]3[CH:33]=[CH:32][C:27]([C:28]([OH:30])=[O:29])=[CH:26][CH:25]=3)=[CH:10][CH2:9]4)[CH2:6][CH2:5]2)=[O:96])[CH2:92][CH2:91][CH2:90][CH2:89][CH2:88]1. (2) The product is: [C:12]([CH:14]([CH2:38][CH2:39][CH2:40][C:41]1[CH:46]=[CH:45][CH:44]=[CH:43][CH:42]=1)[C:15]([NH:17][CH:18]([C:20]1[C:21](=[O:37])[NH:22][C:23]([CH2:26][C:27]2[CH:32]=[CH:31][C:30]([O:33][CH3:34])=[C:29]([O:35][CH3:36])[CH:28]=2)=[N:24][N:25]=1)[CH3:19])=[O:16])(=[O:11])[CH3:13]. Given the reactants C(Cl)(=O)C(Cl)=O.CS(C)=O.[OH:11][CH:12]([CH:14]([CH2:38][CH2:39][CH2:40][C:41]1[CH:46]=[CH:45][CH:44]=[CH:43][CH:42]=1)[C:15]([NH:17][CH:18]([C:20]1[C:21](=[O:37])[NH:22][C:23]([CH2:26][C:27]2[CH:32]=[CH:31][C:30]([O:33][CH3:34])=[C:29]([O:35][CH3:36])[CH:28]=2)=[N:24][N:25]=1)[CH3:19])=[O:16])[CH3:13].C(N(CC)CC)C, predict the reaction product. (3) Given the reactants [F:1][C:2]1[CH:3]=[C:4]([CH:14]=[CH:15][CH:16]=1)[CH2:5][C:6]1[O:10][N:9]=[C:8]([C:11]([OH:13])=O)[CH:7]=1.[CH3:17][O:18][C:19]1[CH:27]=[C:26]2[C:22]([C:23]([CH2:28][CH2:29][NH2:30])=[CH:24][NH:25]2)=[CH:21][CH:20]=1.CN(C(ON1N=NC2C=CC=NC1=2)=[N+](C)C)C.F[P-](F)(F)(F)(F)F.C(N(CC)C(C)C)(C)C, predict the reaction product. The product is: [F:1][C:2]1[CH:3]=[C:4]([CH:14]=[CH:15][CH:16]=1)[CH2:5][C:6]1[O:10][N:9]=[C:8]([C:11]([NH:30][CH2:29][CH2:28][C:23]2[C:22]3[C:26](=[CH:27][C:19]([O:18][CH3:17])=[CH:20][CH:21]=3)[NH:25][CH:24]=2)=[O:13])[CH:7]=1. (4) Given the reactants [CH2:1]([C:4]1[C:12]2[O:11][C:10]([CH3:13])=[C:9]([C:14]3[CH:19]=[CH:18][CH:17]=[CH:16][CH:15]=3)[C:8]=2[CH:7]=[CH:6][C:5]=1[OH:20])[CH:2]=[CH2:3], predict the reaction product. The product is: [CH3:13][C:10]1[O:11][C:12]2[C:4]([CH2:1][CH2:2][CH3:3])=[C:5]([OH:20])[CH:6]=[CH:7][C:8]=2[C:9]=1[C:14]1[CH:19]=[CH:18][CH:17]=[CH:16][CH:15]=1. (5) Given the reactants [S:1]1[CH:5]=[CH:4][C:3]2C=C(N)C=[CH:9][C:2]1=2.[CH:11]([N:14]([CH2:18][CH3:19])[CH:15]([CH3:17])[CH3:16])([CH3:13])C.[OH-:20].[Li+].[OH2:22], predict the reaction product. The product is: [S:1]1[CH:5]=[CH:4][C:3]2[CH:17]=[C:15]([N:14]3[CH2:18][C:19]4[C:13](=[CH:9][C:2]([OH:20])=[CH:3][CH:4]=4)[C:11]3=[O:22])[CH:16]=[CH:9][C:2]1=2. (6) Given the reactants F[C:2]1[CH:9]=[CH:8][C:5]([C:6]#[N:7])=[C:4]([C:10]([F:13])([F:12])[F:11])[CH:3]=1.[CH3:14][C@H:15]1[CH2:20][NH:19][C@H:18]([CH3:21])[CH2:17][NH:16]1.O, predict the reaction product. The product is: [CH3:14][C@H:15]1[CH2:20][NH:19][C@H:18]([CH3:21])[CH2:17][N:16]1[C:2]1[CH:9]=[CH:8][C:5]([C:6]#[N:7])=[C:4]([C:10]([F:13])([F:12])[F:11])[CH:3]=1. (7) Given the reactants [CH:1]1([NH2:4])[CH2:3][CH2:2]1.C(N(CC)CC)C.Cl[C:13](=[O:26])[CH2:14][CH2:15][CH2:16][CH2:17][CH2:18][CH2:19][CH2:20][CH2:21][C:22]([O:24]C)=[O:23].Cl.[OH-].[Na+], predict the reaction product. The product is: [CH:1]1([NH:4][C:13](=[O:26])[CH2:14][CH2:15][CH2:16][CH2:17][CH2:18][CH2:19][CH2:20][CH2:21][C:22]([OH:24])=[O:23])[CH2:3][CH2:2]1. (8) Given the reactants [C:1]([NH:6][NH:7][C:8](=O)[C:9]1[CH:14]=[CH:13][CH:12]=[C:11]([N+:15]([O-:17])=[O:16])[CH:10]=1)(=O)[CH:2]([CH3:4])[CH3:3].COC1C=CC(P2(SP(C3C=CC(OC)=CC=3)(=S)S2)=[S:28])=CC=1, predict the reaction product. The product is: [CH:2]([C:1]1[S:28][C:8]([C:9]2[CH:14]=[CH:13][CH:12]=[C:11]([N+:15]([O-:17])=[O:16])[CH:10]=2)=[N:7][N:6]=1)([CH3:4])[CH3:3]. (9) Given the reactants [O:1]=[C:2]1[C:11]2[C:6](=[CH:7][CH:8]=[CH:9][CH:10]=2)[N:5]=[C:4]([CH2:12][CH2:13][CH2:14][C:15]([OH:17])=O)[NH:3]1.[NH2:18][C@H:19]1[CH2:24][CH2:23][C@H:22]([O:25][C:26]2[CH:27]=[CH:28][C:29]([Cl:34])=[C:30]([CH:33]=2)[C:31]#[N:32])[CH2:21][CH2:20]1, predict the reaction product. The product is: [Cl:34][C:29]1[CH:28]=[CH:27][C:26]([O:25][C@H:22]2[CH2:23][CH2:24][C@H:19]([NH:18][C:15](=[O:17])[CH2:14][CH2:13][CH2:12][C:4]3[NH:3][C:2](=[O:1])[C:11]4[C:6](=[CH:7][CH:8]=[CH:9][CH:10]=4)[N:5]=3)[CH2:20][CH2:21]2)=[CH:33][C:30]=1[C:31]#[N:32]. (10) Given the reactants [CH2:1]([N:5]([CH2:24][CH3:25])[C:6]1[C:11]([NH:12][C:13]2[C:18](C)=CC(C)=CC=2C)=[C:10]([NH2:22])[N:9]=[C:8]([CH3:23])[N:7]=1)[CH2:2][CH2:3][CH3:4].C(O[CH2:35][CH3:36])(OCC)(OCC)C.[CH3:37][C:38]1[CH:39]=C[C:41](S(O)(=O)=O)=[CH:42][CH:43]=1.[C:48]1(C)C=CC=CC=1, predict the reaction product. The product is: [CH2:1]([N:5]([C:6]1[N:7]=[C:8]([CH3:23])[N:9]=[C:10]2[C:11]=1[N:12]=[C:13]([CH3:18])[N:22]2[C:48]1[C:42]([CH3:41])=[CH:43][C:38]([CH3:37])=[CH:39][C:35]=1[CH3:36])[CH2:24][CH3:25])[CH2:2][CH2:3][CH3:4].